The task is: Predict the reaction yield, written as a fraction of the theoretical maximum amount of product (1.0 means a 100% yield; for example, 0.34 means a 34% yield).. This data is from Reaction yield outcomes from USPTO patents with 853,638 reactions. The reactants are [Cl:1][C:2]1[N:3]=[C:4]2[C:9](=[CH:10][CH:11]=1)[N:8]=[CH:7][C:6]([S:12]([CH3:15])(=[O:14])=[O:13])=[C:5]2[NH:16][C@H:17]1[CH2:22][CH2:21][C@H:20]([CH2:23][N:24]([CH3:26])[CH3:25])[CH2:19][CH2:18]1.[Cl:27][C:28]1[CH:33]=[C:32](B2OC(C)(C)C(C)(C)O2)[CH:31]=[C:30]([F:43])[C:29]=1[OH:44].C1(N)C(F)=C(F)C(F)=C(N)C=1F.Cl.Cl. No catalyst specified. The product is [ClH:1].[ClH:27].[Cl:27][C:28]1[CH:33]=[C:32]([C:2]2[N:3]=[C:4]3[C:9](=[CH:10][CH:11]=2)[N:8]=[CH:7][C:6]([S:12]([CH3:15])(=[O:13])=[O:14])=[C:5]3[NH:16][C@H:17]2[CH2:22][CH2:21][C@H:20]([CH2:23][N:24]([CH3:25])[CH3:26])[CH2:19][CH2:18]2)[CH:31]=[C:30]([F:43])[C:29]=1[OH:44]. The yield is 0.590.